From a dataset of Full USPTO retrosynthesis dataset with 1.9M reactions from patents (1976-2016). Predict the reactants needed to synthesize the given product. (1) Given the product [Si:1]([O:18][CH2:19][C@@H:20]([N:23]1[C@H:28]([C:29]2[CH:30]=[CH:31][C:32]([Cl:35])=[CH:33][CH:34]=2)[C@@H:27]([C:36]2[CH:41]=[CH:40][CH:39]=[C:38]([Cl:42])[CH:37]=2)[CH2:26][CH:25]([OH:54])[C:24]1=[O:43])[CH2:21][CH3:22])([C:14]([CH3:17])([CH3:16])[CH3:15])([C:2]1[CH:7]=[CH:6][CH:5]=[CH:4][CH:3]=1)[C:8]1[CH:13]=[CH:12][CH:11]=[CH:10][CH:9]=1, predict the reactants needed to synthesize it. The reactants are: [Si:1]([O:18][CH2:19][C@@H:20]([N:23]1[C@H:28]([C:29]2[CH:34]=[CH:33][C:32]([Cl:35])=[CH:31][CH:30]=2)[C@@H:27]([C:36]2[CH:41]=[CH:40][CH:39]=[C:38]([Cl:42])[CH:37]=2)[CH2:26][CH2:25][C:24]1=[O:43])[CH2:21][CH3:22])([C:14]([CH3:17])([CH3:16])[CH3:15])([C:8]1[CH:13]=[CH:12][CH:11]=[CH:10][CH:9]=1)[C:2]1[CH:7]=[CH:6][CH:5]=[CH:4][CH:3]=1.C[Si]([N-][Si](C)(C)C)(C)C.[Li+].[O:54]([Si](C)(C)C)O[Si](C)(C)C.C1(C)C=CC(S(O)(=O)=O)=CC=1.N1C=CC=CC=1.C([O-])(O)=O.[Na+]. (2) Given the product [Br:29][C:2]1[C:7]([N+:8]([O-:10])=[O:9])=[CH:6][C:5]([Br:11])=[CH:4][N:3]=1, predict the reactants needed to synthesize it. The reactants are: N[C:2]1[C:7]([N+:8]([O-:10])=[O:9])=[CH:6][C:5]([Br:11])=[CH:4][N:3]=1.N([O-])=O.[Na+].C(=O)([O-])[O-].[Na+].[Na+].S([O-])([O-])(=O)=S.[Na+].[Na+].[BrH:29]. (3) Given the product [C:20]1(=[O:21])[N:26]([C:27]2[C:36]3[C:31](=[C:32]([N:37]4[C:41](=[O:42])[CH:40]=[CH:39][C:38]4=[O:43])[CH:33]=[CH:34][CH:35]=3)[CH:30]=[CH:29][CH:28]=2)[C:17](=[O:22])[CH:18]=[CH:19]1, predict the reactants needed to synthesize it. The reactants are: [C:17]1(=[O:22])N(C2C(=O)OC3C(C=2)=CC(N2[C:20](=[O:21])[CH:19]=[CH:18][C:17]2=[O:22])=CC=3)[C:20](=[O:21])[CH:19]=[CH:18]1.[NH2:26][C:27]1[C:36]2[C:31](=[C:32]([NH2:37])[CH:33]=[CH:34][CH:35]=2)[CH:30]=[CH:29][CH:28]=1.[C:38]1(=O)[O:43][C:41](=[O:42])[CH:40]=[CH:39]1.C(OC(=O)C)(=O)C.C([O-])(=O)C.[Na+]. (4) Given the product [OH:10][C@H:9]([C:2]1[S:3][C:4]([CH3:7])=[CH:5][CH:6]=1)[C@@H:11]1[N:15]([CH3:16])[C:14](=[O:17])[CH2:13][C@@H:12]1[C:18]1[CH:23]=[CH:22][CH:21]=[CH:20][CH:19]=1, predict the reactants needed to synthesize it. The reactants are: Br[C:2]1[S:3][C:4]([CH3:7])=[CH:5][CH:6]=1.[Mg].[CH:9]([C@@H:11]1[N:15]([CH3:16])[C:14](=[O:17])[CH2:13][C@@H:12]1[C:18]1[CH:23]=[CH:22][CH:21]=[CH:20][CH:19]=1)=[O:10].[NH4+].[Cl-]. (5) Given the product [CH3:14][O:15][C:16](=[O:25])[C:17]1[CH:22]=[CH:21][C:20]([CH2:23][NH:2][CH2:3][CH2:4][C:5]2[C:13]3[C:8](=[CH:9][CH:10]=[CH:11][CH:12]=3)[NH:7][CH:6]=2)=[CH:19][CH:18]=1, predict the reactants needed to synthesize it. The reactants are: Cl.[NH2:2][CH2:3][CH2:4][C:5]1[C:13]2[C:8](=[CH:9][CH:10]=[CH:11][CH:12]=2)[NH:7][CH:6]=1.[CH3:14][O:15][C:16](=[O:25])[C:17]1[CH:22]=[CH:21][C:20]([CH:23]=O)=[CH:19][CH:18]=1.C(N(CC)CC)C.[BH-](OC(C)=O)(OC(C)=O)OC(C)=O.[Na+].C([O-])(O)=O.[Na+]. (6) The reactants are: Cl.[F:2][CH:3]([F:6])[CH2:4][NH2:5].CCN(C(C)C)C(C)C.[C:16]([SiH2:20][O:21][C:22]([CH3:33])([CH3:32])[C:23]1[CH:24]=[C:25]([CH:28]=[CH:29][C:30]=1[Cl:31])[CH:26]=O)([CH3:19])([CH3:18])[CH3:17].[BH4-].[Na+].[CH3:36][C:37]([O:40][C:41](O[C:41]([O:40][C:37]([CH3:39])([CH3:38])[CH3:36])=[O:42])=[O:42])([CH3:39])[CH3:38]. Given the product [C:37]([O:40][C:41](=[O:42])[N:5]([CH2:26][C:25]1[CH:28]=[CH:29][C:30]([Cl:31])=[C:23]([C:22]([CH3:33])([CH3:32])[O:21][SiH2:20][C:16]([CH3:19])([CH3:18])[CH3:17])[CH:24]=1)[CH2:4][CH:3]([F:6])[F:2])([CH3:39])([CH3:38])[CH3:36], predict the reactants needed to synthesize it. (7) Given the product [C:23]1([CH3:27])[CH:24]=[CH:25][CH:26]=[C:21]([NH:20][S:12]([C:9]2[C:10]3[C:5](=[CH:4][CH:3]=[C:2]([OH:1])[CH:11]=3)[CH:6]=[C:7]([S:16]([NH:20][C:21]3[CH:22]=[C:23]([CH3:27])[CH:24]=[CH:25][CH:26]=3)(=[O:18])=[O:17])[CH:8]=2)(=[O:14])=[O:13])[CH:22]=1, predict the reactants needed to synthesize it. The reactants are: [OH:1][C:2]1[CH:11]=[C:10]2[C:5]([CH:6]=[C:7]([S:16](Cl)(=[O:18])=[O:17])[CH:8]=[C:9]2[S:12](Cl)(=[O:14])=[O:13])=[CH:4][CH:3]=1.[NH2:20][C:21]1[CH:26]=[CH:25][CH:24]=[C:23]([CH3:27])[CH:22]=1.